Dataset: Reaction yield outcomes from USPTO patents with 853,638 reactions. Task: Predict the reaction yield, written as a fraction of the theoretical maximum amount of product (1.0 means a 100% yield; for example, 0.34 means a 34% yield). (1) The reactants are Br[C:2]1[CH:11]=[CH:10][CH:9]=[C:8]2[C:3]=1[CH:4]=[CH:5][N:6]=[CH:7]2.[CH2:12]([Sn](CCCC)(CCCC)CCCC)[CH:13]=[CH2:14].[F-].[K+]. The catalyst is C1(C)C=CC=CC=1.C1(P(C2C=CC=CC=2)C2C=CC=CC=2)C=CC=CC=1.C1(P(C2C=CC=CC=2)C2C=CC=CC=2)C=CC=CC=1.Cl[Pd]Cl. The product is [CH2:14]([C:2]1[CH:11]=[CH:10][CH:9]=[C:8]2[C:3]=1[CH:4]=[CH:5][N:6]=[CH:7]2)[CH:13]=[CH2:12]. The yield is 0.920. (2) The reactants are [Br:1][C:2]1[N:3]=[C:4]([C:9]2[O:10][C:11]([C:14]3[S:15][CH:16]=[CH:17][C:18]=3[CH3:19])=[N:12][N:13]=2)[C:5]([NH2:8])=[N:6][CH:7]=1.C1COCC1.C(=O)(OC(C)(C)C)[O:26][C:27]([O:29][C:30]([CH3:33])([CH3:32])[CH3:31])=O. The catalyst is CN(C1C=CN=CC=1)C.C(Cl)Cl. The product is [Br:1][C:2]1[N:3]=[C:4]([C:9]2[O:10][C:11]([C:14]3[S:15][CH:16]=[CH:17][C:18]=3[CH3:19])=[N:12][N:13]=2)[C:5]([NH:8][C:27](=[O:26])[O:29][C:30]([CH3:33])([CH3:32])[CH3:31])=[N:6][CH:7]=1. The yield is 0.890. (3) The reactants are [F:1][C:2]1[CH:21]=[CH:20][CH:19]=[CH:18][C:3]=1[CH2:4][N:5]1[C:9]([C:10]2[CH:14]=[CH:13][O:12][N:11]=2)=[CH:8][C:7]([C:15](=[NH:17])[NH2:16])=[N:6]1.[F:22][CH:23]([C:29](OCC)=[O:30])[C:24](OCC)=[O:25].C1CCN2C(=NCCC2)CC1. The catalyst is C(O)C. The product is [F:22][C:23]1[C:24](=[O:25])[NH:17][C:15]([C:7]2[CH:8]=[C:9]([C:10]3[CH:14]=[CH:13][O:12][N:11]=3)[N:5]([CH2:4][C:3]3[CH:18]=[CH:19][CH:20]=[CH:21][C:2]=3[F:1])[N:6]=2)=[N:16][C:29]=1[OH:30]. The yield is 1.00. (4) The reactants are [CH3:1][O:2][C:3](=[O:23])[C:4]1[CH:9]=[CH:8][C:7]([O:10][CH2:11][CH2:12][CH2:13][CH2:14][O:15]CC2C=CC=CC=2)=[CH:6][CH:5]=1. The product is [CH3:1][O:2][C:3](=[O:23])[C:4]1[CH:5]=[CH:6][C:7]([O:10][CH2:11][CH2:12][CH2:13][CH2:14][OH:15])=[CH:8][CH:9]=1. The yield is 0.930. The catalyst is CO.[Pd]. (5) The reactants are Br[C:2]1[CH:3]=[C:4]2[C:9](=[CH:10][CH:11]=1)[NH:8][CH2:7][CH2:6][CH2:5]2.[CH3:12][N:13](C)C=O. The yield is 0.800. The catalyst is C1C=CC([P]([Pd]([P](C2C=CC=CC=2)(C2C=CC=CC=2)C2C=CC=CC=2)([P](C2C=CC=CC=2)(C2C=CC=CC=2)C2C=CC=CC=2)[P](C2C=CC=CC=2)(C2C=CC=CC=2)C2C=CC=CC=2)(C2C=CC=CC=2)C2C=CC=CC=2)=CC=1. The product is [NH:8]1[C:9]2[C:4](=[CH:3][C:2]([C:12]#[N:13])=[CH:11][CH:10]=2)[CH2:5][CH2:6][CH2:7]1. (6) The reactants are [Br:1][C:2]1[CH:3]=[C:4]([OH:9])[CH:5]=[C:6]([F:8])[CH:7]=1.Cl[CH2:11][C:12]([CH3:15])([OH:14])[CH3:13].[OH-].[Na+]. No catalyst specified. The product is [Br:1][C:2]1[CH:3]=[C:4]([CH:5]=[C:6]([F:8])[CH:7]=1)[O:9][CH2:11][C:12]([CH3:15])([OH:14])[CH3:13]. The yield is 0.380. (7) The reactants are [CH3:1][S:2]([C:5]1[N:10]=[CH:9][C:8]([O:11][C:12]2[CH:13]=[C:14]3[C:18](=[C:19]([O:21][CH:22]4[CH2:27][CH2:26][O:25][CH2:24][CH2:23]4)[CH:20]=2)[NH:17][C:16]([C:28]2[S:29][CH:30]([CH2:33][C:34](O)=[O:35])[CH2:31][N:32]=2)=[CH:15]3)=[CH:7][CH:6]=1)(=[O:4])=[O:3].O.O[N:39]1C2C=CC=CC=2N=N1.Cl.C(N=C=NCCCN(C)C)C.N. The catalyst is CN(C)C=O.CCCCCC.C(OCC)(=O)C.O. The product is [CH3:1][S:2]([C:5]1[N:10]=[CH:9][C:8]([O:11][C:12]2[CH:13]=[C:14]3[C:18](=[C:19]([O:21][CH:22]4[CH2:27][CH2:26][O:25][CH2:24][CH2:23]4)[CH:20]=2)[NH:17][C:16]([C:28]2[S:29][CH:30]([CH2:33][C:34]([NH2:39])=[O:35])[CH2:31][N:32]=2)=[CH:15]3)=[CH:7][CH:6]=1)(=[O:3])=[O:4]. The yield is 0.350. (8) The reactants are [C:1](Cl)(=[O:11])[CH2:2][CH2:3][CH2:4][CH2:5][CH2:6]CCCC.[CH2:13]([O:20][C:21]1[CH:22]=[C:23]([CH:37]=[CH:38][CH:39]=1)[C:24]([NH:26][C:27]1[CH:32]=[CH:31][CH:30]=[CH:29][C:28]=1[S:33](=[O:36])(=[O:35])[NH2:34])=[O:25])[CH2:14][CH2:15][CH2:16][CH2:17][CH2:18][CH3:19]. The catalyst is CN(C)C1C=CN=CC=1.O1CCCC1. The product is [CH2:13]([O:20][C:21]1[CH:22]=[C:23]([CH:37]=[CH:38][CH:39]=1)[C:24]([NH:26][C:27]1[CH:32]=[CH:31][CH:30]=[CH:29][C:28]=1[S:33]([NH:34][C:1](=[O:11])[CH2:2][CH2:3][CH2:4][CH2:5][CH3:6])(=[O:36])=[O:35])=[O:25])[CH2:14][CH2:15][CH2:16][CH2:17][CH2:18][CH3:19]. The yield is 0.910.